Dataset: Forward reaction prediction with 1.9M reactions from USPTO patents (1976-2016). Task: Predict the product of the given reaction. (1) Given the reactants [CH2:1]([NH:5][C:6](=[N:10][C:11]1[CH:16]=[CH:15][C:14]([N+:17]([O-:19])=[O:18])=[CH:13][C:12]=1[CH3:20])[CH:7]([CH3:9])[CH3:8])[CH:2]([CH3:4])[CH3:3].[H-].[Na+].[CH3:23]I, predict the reaction product. The product is: [CH2:1]([N:5]([CH3:23])[C:6](=[N:10][C:11]1[CH:16]=[CH:15][C:14]([N+:17]([O-:19])=[O:18])=[CH:13][C:12]=1[CH3:20])[CH:7]([CH3:9])[CH3:8])[CH:2]([CH3:4])[CH3:3]. (2) The product is: [NH2:15][C@H:12]([CH2:13][OH:14])[CH2:11][CH2:10][CH2:9][NH:8][C:6](=[O:7])[O:5][C:1]([CH3:4])([CH3:2])[CH3:3]. Given the reactants [C:1]([O:5][C:6]([NH:8][CH2:9][CH2:10][CH2:11][C@H:12]([NH:15]C(=O)OCC1C=CC=CC=1)[CH2:13][OH:14])=[O:7])([CH3:4])([CH3:3])[CH3:2], predict the reaction product. (3) Given the reactants [Br:1][C:2]1[CH:7]=[CH:6][C:5]([CH2:8][C:9]#N)=[C:4]([CH3:11])[CH:3]=1.[O:12]=S(Cl)Cl.C(Cl)Cl.[CH3:19][OH:20], predict the reaction product. The product is: [CH3:19][O:20][C:9](=[O:12])[CH2:8][C:5]1[CH:6]=[CH:7][C:2]([Br:1])=[CH:3][C:4]=1[CH3:11]. (4) Given the reactants [CH2:1]([S:3]([C:6]1[CH:13]=[CH:12][CH:11]=[CH:10][C:7]=1[C:8]#[N:9])(=[O:5])=[O:4])[CH3:2].Cl.[H][H], predict the reaction product. The product is: [CH2:1]([S:3]([C:6]1[CH:13]=[CH:12][CH:11]=[CH:10][C:7]=1[CH2:8][NH2:9])(=[O:5])=[O:4])[CH3:2].